From a dataset of Forward reaction prediction with 1.9M reactions from USPTO patents (1976-2016). Predict the product of the given reaction. (1) Given the reactants [OH-].[Li+].C([O:5][C:6](=[O:32])[CH2:7][CH2:8][CH2:9][CH2:10][CH2:11][CH2:12][NH:13][S:14]([CH2:17][CH2:18][C:19]1[CH:24]=[CH:23][C:22]([CH:25]([OH:31])[CH2:26][CH2:27][CH2:28][CH2:29][CH3:30])=[CH:21][CH:20]=1)(=[O:16])=[O:15])C.Cl, predict the reaction product. The product is: [OH:31][CH:25]([C:22]1[CH:23]=[CH:24][C:19]([CH2:18][CH2:17][S:14]([NH:13][CH2:12][CH2:11][CH2:10][CH2:9][CH2:8][CH2:7][C:6]([OH:32])=[O:5])(=[O:16])=[O:15])=[CH:20][CH:21]=1)[CH2:26][CH2:27][CH2:28][CH2:29][CH3:30]. (2) Given the reactants Br[CH2:2][CH2:3][CH2:4][OH:5].[CH2:6]([C:8]1[CH:13]=[C:12]([C:14]2[N:18]=[C:17]([C:19]3[CH:24]=[C:23]([CH3:25])[CH:22]=[C:21]([CH2:26][N:27]([CH2:29][CH3:30])[CH3:28])[CH:20]=3)[O:16][N:15]=2)[CH:11]=[C:10]([CH3:31])[C:9]=1[OH:32])[CH3:7].C([O-])([O-])=O.[K+].[K+], predict the reaction product. The product is: [CH2:6]([C:8]1[CH:13]=[C:12]([C:14]2[N:18]=[C:17]([C:19]3[CH:24]=[C:23]([CH3:25])[CH:22]=[C:21]([CH2:26][N:27]([CH2:29][CH3:30])[CH3:28])[CH:20]=3)[O:16][N:15]=2)[CH:11]=[C:10]([CH3:31])[C:9]=1[O:32][CH2:2][CH2:3][CH2:4][OH:5])[CH3:7]. (3) Given the reactants [N+:1]([C:4]1[CH:9]=[CH:8][C:7]([S:10]([NH:13][C:14]2[CH:19]=[CH:18][CH:17]=[CH:16][C:15]=2[CH3:20])(=[O:12])=[O:11])=[CH:6][CH:5]=1)([O-:3])=[O:2].[CH3:21][O:22]C1C=C([N+]([O-])=O)C=CC=1S(Cl)(=O)=O, predict the reaction product. The product is: [CH3:21][O:22][C:8]1[CH:9]=[C:4]([N+:1]([O-:3])=[O:2])[CH:5]=[CH:6][C:7]=1[S:10]([NH:13][C:14]1[CH:19]=[CH:18][CH:17]=[CH:16][C:15]=1[CH3:20])(=[O:12])=[O:11]. (4) Given the reactants [F-].C([N+](CCCC)(CCCC)CCCC)CCC.[CH3:19][O:20][C:21]1[CH:26]=[CH:25][N:24]=[C:23]([C:27]#[C:28][Si](C)(C)C)[N:22]=1.C(=O)([O-])[O-].[K+].[K+], predict the reaction product. The product is: [C:27]([C:23]1[N:22]=[C:21]([O:20][CH3:19])[CH:26]=[CH:25][N:24]=1)#[CH:28]. (5) Given the reactants [C:1]1([CH2:7][C:8](Cl)=[O:9])[CH:6]=[CH:5][CH:4]=[CH:3][CH:2]=1.[NH2:11][C:12]1[CH:17]=[CH:16][C:15]([CH2:18][C:19]([N:21]2[CH2:30][CH2:29][C:28]3[C:23](=[C:24]([N:33]4[CH2:38][CH2:37][N:36]([CH3:39])[CH2:35][CH2:34]4)[CH:25]=[CH:26][C:27]=3[O:31][CH3:32])[CH2:22]2)=[O:20])=[CH:14][CH:13]=1.C(N(CC)CC)C.CO, predict the reaction product. The product is: [CH3:32][O:31][C:27]1[CH:26]=[CH:25][C:24]([N:33]2[CH2:38][CH2:37][N:36]([CH3:39])[CH2:35][CH2:34]2)=[C:23]2[C:28]=1[CH2:29][CH2:30][N:21]([C:19](=[O:20])[CH2:18][C:15]1[CH:14]=[CH:13][C:12]([NH:11][C:8](=[O:9])[CH2:7][C:1]3[CH:6]=[CH:5][CH:4]=[CH:3][CH:2]=3)=[CH:17][CH:16]=1)[CH2:22]2.